From a dataset of Full USPTO retrosynthesis dataset with 1.9M reactions from patents (1976-2016). Predict the reactants needed to synthesize the given product. (1) Given the product [Cl:1][C:2]1[CH:10]=[CH:9][C:8]([C:11]2[N:12]([C:22]([O:24][C:25]([CH3:28])([CH3:27])[CH3:26])=[O:23])[C:13]3[C:18]([CH:19]=2)=[CH:17][C:16]([CH2:20][NH:34][CH2:33][CH2:32][O:31][CH3:30])=[CH:15][CH:14]=3)=[C:7]2[C:3]=1[CH2:4][NH:5][C:6]2=[O:29], predict the reactants needed to synthesize it. The reactants are: [Cl:1][C:2]1[CH:10]=[CH:9][C:8]([C:11]2[N:12]([C:22]([O:24][C:25]([CH3:28])([CH3:27])[CH3:26])=[O:23])[C:13]3[C:18]([CH:19]=2)=[CH:17][C:16]([CH:20]=O)=[CH:15][CH:14]=3)=[C:7]2[C:3]=1[CH2:4][NH:5][C:6]2=[O:29].[CH3:30][O:31][CH2:32][CH2:33][NH2:34].C(O[BH-](OC(=O)C)OC(=O)C)(=O)C.[Na+]. (2) Given the product [Cl:20][C:13]1[C:14]([F:19])=[CH:15][CH:16]=[C:17]([Cl:18])[C:12]=1[CH:10]([O:9][C:4]1[C:5]([NH2:8])=[N:6][CH:7]=[C:2]([B:21]2[O:25][C:24]([CH3:27])([CH3:26])[C:23]([CH3:29])([CH3:28])[O:22]2)[CH:3]=1)[CH3:11], predict the reactants needed to synthesize it. The reactants are: Br[C:2]1[CH:3]=[C:4]([O:9][CH:10]([C:12]2[C:17]([Cl:18])=[CH:16][CH:15]=[C:14]([F:19])[C:13]=2[Cl:20])[CH3:11])[C:5]([NH2:8])=[N:6][CH:7]=1.[B:21]1([B:21]2[O:25][C:24]([CH3:27])([CH3:26])[C:23]([CH3:29])([CH3:28])[O:22]2)[O:25][C:24]([CH3:27])([CH3:26])[C:23]([CH3:29])([CH3:28])[O:22]1.C([O-])(=O)C.[K+]. (3) Given the product [F:1][C:2]1[C:7]([C:8]([F:9])([F:10])[F:11])=[CH:6][CH:5]=[CH:4][C:3]=1[CH2:12][C:13]1[O:15][N:29]=[C:23]([C:24]([O:26][CH2:27][CH3:28])=[O:25])[N:22]=1, predict the reactants needed to synthesize it. The reactants are: [F:1][C:2]1[C:7]([C:8]([F:11])([F:10])[F:9])=[CH:6][CH:5]=[CH:4][C:3]=1[CH2:12][C:13]([OH:15])=O.C(Cl)(=O)C(Cl)=O.[NH2:22][C:23](=[N:29]O)[C:24]([O:26][CH2:27][CH3:28])=[O:25].C(N(CC)C(C)C)(C)C. (4) The reactants are: [C:1]([O:5][C:6](=[O:36])[NH:7][C:8]([C:10]1[S:11][C:12]([S:34][CH3:35])=[C:13]([S:15]([C:18]2[CH:19]=[C:20]([C:24]3[C:29]([CH3:30])=[CH:28][C:27]([O:31][CH3:32])=[CH:26][C:25]=3[NH2:33])[CH:21]=[CH:22][CH:23]=2)(=[O:17])=[O:16])[CH:14]=1)=[NH:9])([CH3:4])([CH3:3])[CH3:2].[Br:37][CH2:38][C:39](Br)=[O:40].CCN(CC)CC.CCOC(C)=O. Given the product [C:1]([O:5][C:6](=[O:36])[NH:7][C:8]([C:10]1[S:11][C:12]([S:34][CH3:35])=[C:13]([S:15]([C:18]2[CH:19]=[C:20]([C:24]3[C:25]([NH:33][C:39](=[O:40])[CH2:38][Br:37])=[CH:26][C:27]([O:31][CH3:32])=[CH:28][C:29]=3[CH3:30])[CH:21]=[CH:22][CH:23]=2)(=[O:16])=[O:17])[CH:14]=1)=[NH:9])([CH3:3])([CH3:4])[CH3:2], predict the reactants needed to synthesize it.